Dataset: Forward reaction prediction with 1.9M reactions from USPTO patents (1976-2016). Task: Predict the product of the given reaction. (1) Given the reactants Cl[C:2]1[N:3]=[N:4][C:5]([N:8]2[CH2:13][CH2:12][N:11]([CH2:14][C:15]([N:17]3[CH2:22][CH2:21][N:20]([CH:23]4[CH2:26][CH2:25][CH2:24]4)[CH2:19][CH2:18]3)=[O:16])[CH2:10][CH2:9]2)=[CH:6][CH:7]=1.C([Sn](CCCC)(CCCC)[C:32]([O:34]CC)=[CH2:33])CCC, predict the reaction product. The product is: [CH:23]1([N:20]2[CH2:21][CH2:22][N:17]([C:15](=[O:16])[CH2:14][N:11]3[CH2:12][CH2:13][N:8]([C:5]4[N:4]=[N:3][C:2]([C:32](=[O:34])[CH3:33])=[CH:7][CH:6]=4)[CH2:9][CH2:10]3)[CH2:18][CH2:19]2)[CH2:26][CH2:25][CH2:24]1. (2) The product is: [F:15][CH:14]([F:16])[C:12]1[CH:13]=[C:8]([NH2:7])[CH:9]=[N:10][CH:11]=1. Given the reactants C(OC(=O)[NH:7][C:8]1[CH:9]=[N:10][CH:11]=[C:12]([CH:14]([F:16])[F:15])[CH:13]=1)(C)(C)C.Cl.CCO, predict the reaction product.